This data is from Full USPTO retrosynthesis dataset with 1.9M reactions from patents (1976-2016). The task is: Predict the reactants needed to synthesize the given product. (1) Given the product [OH:68][CH2:67][CH2:69][NH:70][C:20](=[O:21])[C:19]1[CH:23]=[CH:24][CH:25]=[CH:26][C:18]=1[C:16]1[CH:15]=[CH:14][C:12]2[NH:13][C:9]([CH2:8][O:7][C:6]3[CH:5]=[CH:4][C:3]([C:2]([F:1])([F:29])[F:30])=[CH:28][CH:27]=3)=[N:10][C:11]=2[CH:17]=1, predict the reactants needed to synthesize it. The reactants are: [F:1][C:2]([F:30])([F:29])[C:3]1[CH:28]=[CH:27][C:6]([O:7][CH2:8][C:9]2[NH:13][C:12]3[CH:14]=[CH:15][C:16]([C:18]4[CH:26]=[CH:25][CH:24]=[CH:23][C:19]=4[C:20](O)=[O:21])=[CH:17][C:11]=3[N:10]=2)=[CH:5][CH:4]=1.F[P-](F)(F)(F)(F)F.N1(O[P+](N(C)C)(N(C)C)N(C)C)C2C=CC=CC=2N=N1.CCN(C(C)C)C(C)C.[CH2:67]([CH2:69][NH2:70])[OH:68]. (2) The reactants are: C([O:4][C:5]1[CH:23]=[CH:22][C:8]([O:9][CH2:10][C:11]2[CH:20]=[CH:19][C:14]([C:15]([O:17]C)=[O:16])=[CH:13][C:12]=2[F:21])=[C:7]([F:24])[CH:6]=1)(=O)C.[OH-].[Na+].Cl. Given the product [F:21][C:12]1[CH:13]=[C:14]([CH:19]=[CH:20][C:11]=1[CH2:10][O:9][C:8]1[CH:22]=[CH:23][C:5]([OH:4])=[CH:6][C:7]=1[F:24])[C:15]([OH:17])=[O:16], predict the reactants needed to synthesize it. (3) The reactants are: [Cl:1][C:2]1[N:3]=[CH:4][C:5]2[C:10]([CH:11]=1)=[C:9]([NH2:12])[CH:8]=[CH:7][CH:6]=2.C(O)(=O)C.[C:17]([O:21][C:22](=[O:27])[CH2:23][C:24](=O)[CH3:25])([CH3:20])([CH3:19])[CH3:18]. Given the product [C:17]([O:21][C:22](=[O:27])/[CH:23]=[C:24](/[NH:12][C:9]1[CH:8]=[CH:7][CH:6]=[C:5]2[C:10]=1[CH:11]=[C:2]([Cl:1])[N:3]=[CH:4]2)\[CH3:25])([CH3:20])([CH3:19])[CH3:18], predict the reactants needed to synthesize it.